From a dataset of Catalyst prediction with 721,799 reactions and 888 catalyst types from USPTO. Predict which catalyst facilitates the given reaction. (1) Product: [I:28][CH2:2][O:3][C:4](=[O:27])[C:5]([CH3:26])([CH3:25])[CH2:6][O:7][C:8](=[O:24])[C@@H:9]([CH:21]([CH3:23])[CH3:22])[NH:10][C:11]([O:13][CH2:14][C:15]1[CH:20]=[CH:19][CH:18]=[CH:17][CH:16]=1)=[O:12]. Reactant: Cl[CH2:2][O:3][C:4](=[O:27])[C:5]([CH3:26])([CH3:25])[CH2:6][O:7][C:8](=[O:24])[C@@H:9]([CH:21]([CH3:23])[CH3:22])[NH:10][C:11]([O:13][CH2:14][C:15]1[CH:20]=[CH:19][CH:18]=[CH:17][CH:16]=1)=[O:12].[I-:28].[Na+]. The catalyst class is: 10. (2) Reactant: Br[C:2]1[CH:3]=[C:4]([CH:21]=[C:22]([Cl:24])[CH:23]=1)[O:5][C:6]1[C:7]([NH:13]C(=O)OC(C)(C)C)=[N:8][CH:9]=[CH:10][C:11]=1[Cl:12].[CH3:25][N:26]1C(=O)CCC1. Product: [NH2:13][C:7]1[C:6]([O:5][C:4]2[CH:3]=[C:2]([CH:23]=[C:22]([Cl:24])[CH:21]=2)[C:25]#[N:26])=[C:11]([Cl:12])[CH:10]=[CH:9][N:8]=1. The catalyst class is: 507. (3) Reactant: [CH3:1][C:2]1[C:3]([CH2:18][N:19]2C(=O)C3C(=CC=CC=3)C2=O)=[CH:4][C:5]([C:8]2[CH:9]=[N:10][C:11]([C:14]([F:17])([F:16])[F:15])=[N:12][CH:13]=2)=[N:6][CH:7]=1.NN.O. Product: [CH3:1][C:2]1[C:3]([CH2:18][NH2:19])=[CH:4][C:5]([C:8]2[CH:13]=[N:12][C:11]([C:14]([F:17])([F:16])[F:15])=[N:10][CH:9]=2)=[N:6][CH:7]=1. The catalyst class is: 5. (4) Reactant: COC1C=CC(P2(SP(C3C=CC(OC)=CC=3)(=S)S2)=[S:10])=CC=1.[C:23]([C@@H:26]1[CH2:30][CH2:29][CH2:28][N:27]1[C:31]([O:33][CH2:34][C:35]1[CH:40]=[CH:39][CH:38]=[CH:37][CH:36]=1)=[O:32])(=O)[NH2:24]. Product: [C:23]([C@@H:26]1[CH2:30][CH2:29][CH2:28][N:27]1[C:31]([O:33][CH2:34][C:35]1[CH:40]=[CH:39][CH:38]=[CH:37][CH:36]=1)=[O:32])(=[S:10])[NH2:24]. The catalyst class is: 11. (5) Reactant: [Br:1][C:2]1[CH:14]=[CH:13][C:12]2[C:11]3[C:6](=[CH:7][CH:8]=[CH:9][CH:10]=3)[NH:5][C:4]=2[CH:3]=1.C1(C)C=CC(S([O-])(=O)=O)=CC=1.[NH+]1C=CC=CC=1.[O:32]1[CH:37]=[CH:36][CH2:35][CH2:34][CH2:33]1. Product: [Br:1][C:2]1[CH:14]=[CH:13][C:12]2[C:11]3[C:6](=[CH:7][CH:8]=[CH:9][CH:10]=3)[N:5]([CH:33]3[CH2:34][CH2:35][CH2:36][CH2:37][O:32]3)[C:4]=2[CH:3]=1. The catalyst class is: 4. (6) Reactant: C([O:3][C:4]([CH:6]1[CH2:14][C:9]2[N:10]=[CH:11][CH:12]=[N:13][C:8]=2[CH2:7]1)=O)C.[H-].[Al+3].[Li+].[H-].[H-].[H-].S([O-])([O-])(=O)=O.[Na+].[Na+]. Product: [N:10]1[C:9]2[CH2:14][CH:6]([CH2:4][OH:3])[CH2:7][C:8]=2[N:13]=[CH:12][CH:11]=1. The catalyst class is: 305. (7) Reactant: Cl[CH2:2][CH:3]1[O:7][N:6]=[C:5]([CH2:8][OH:9])[CH2:4]1.[H-].[Na+].[CH3:12]I. Product: [CH3:12][O:9][CH2:8][C:5]1[CH:4]2[CH:3]([CH2:2]2)[O:7][N:6]=1. The catalyst class is: 1. (8) Reactant: [CH2:1]([C@H:8]1[C@@H:13]([O:14][CH2:15][C:16]2[CH:21]=[C:20]([C:22]([F:25])([F:24])[F:23])[CH:19]=[C:18]([C:26]([F:29])([F:28])[F:27])[CH:17]=2)[CH2:12][CH2:11][NH:10][CH2:9]1)[C:2]1[CH:7]=[CH:6][CH:5]=[CH:4][CH:3]=1.[N:30]([C:33]1[CH:43]=[CH:42][CH:41]=[CH:40][C:34]=1[C:35]([O:37][CH2:38][CH3:39])=[O:36])=[C:31]=[O:32]. Product: [CH2:1]([CH:8]1[CH:13]([O:14][CH2:15][C:16]2[CH:17]=[C:18]([C:26]([F:29])([F:27])[F:28])[CH:19]=[C:20]([C:22]([F:23])([F:24])[F:25])[CH:21]=2)[CH2:12][CH2:11][N:10]([C:31]([NH:30][C:33]2[CH:43]=[CH:42][CH:41]=[CH:40][C:34]=2[C:35]([O:37][CH2:38][CH3:39])=[O:36])=[O:32])[CH2:9]1)[C:2]1[CH:7]=[CH:6][CH:5]=[CH:4][CH:3]=1. The catalyst class is: 424. (9) Reactant: C1(P(C2C=CC=CC=2)C2C=CC=CC=2)C=CC=CC=1.[CH3:20][O:21][C:22](=[O:39])[CH:23]([NH:30][CH2:31][C:32]1[CH:37]=[CH:36][C:35]([OH:38])=[CH:34][CH:33]=1)[C:24]1[CH:29]=[CH:28][CH:27]=[CH:26][CH:25]=1.[CH3:40][C:41]1[O:45][C:44]([C:46]2[CH:51]=[CH:50][CH:49]=[CH:48][CH:47]=2)=[N:43][C:42]=1[CH2:52][CH2:53]O.CCOC(/N=N/C(OCC)=O)=O. Product: [CH3:20][O:21][C:22](=[O:39])[CH:23]([NH:30][CH2:31][C:32]1[CH:33]=[CH:34][C:35]([O:38][CH2:53][CH2:52][C:42]2[N:43]=[C:44]([C:46]3[CH:51]=[CH:50][CH:49]=[CH:48][CH:47]=3)[O:45][C:41]=2[CH3:40])=[CH:36][CH:37]=1)[C:24]1[CH:29]=[CH:28][CH:27]=[CH:26][CH:25]=1. The catalyst class is: 49.